Dataset: Reaction yield outcomes from USPTO patents with 853,638 reactions. Task: Predict the reaction yield, written as a fraction of the theoretical maximum amount of product (1.0 means a 100% yield; for example, 0.34 means a 34% yield). (1) The reactants are [CH2:1]([O:4][C:5]([N:7]1[CH2:12][CH2:11][C:10]2[C:13]3[C:18]([O:19][C:20](=[O:21])[C:9]=2[CH2:8]1)=[C:17]([C:22]([OH:24])=[O:23])[C:16]([O:25]COC)=[CH:15][CH:14]=3)=[O:6])[CH:2]=[CH2:3].Cl. The catalyst is CO. The product is [CH2:1]([O:4][C:5]([N:7]1[CH2:12][CH2:11][C:10]2[C:13]3[C:18]([O:19][C:20](=[O:21])[C:9]=2[CH2:8]1)=[C:17]([C:22]([OH:24])=[O:23])[C:16]([OH:25])=[CH:15][CH:14]=3)=[O:6])[CH:2]=[CH2:3]. The yield is 0.560. (2) The catalyst is C(Cl)(Cl)Cl. The yield is 0.461. The reactants are [NH3:1].[CH:2]1([C:8](Cl)=[O:9])[CH2:7][CH2:6][CH2:5][CH2:4][CH2:3]1. The product is [CH:2]1([C:8]([NH2:1])=[O:9])[CH2:7][CH2:6][CH2:5][CH2:4][CH2:3]1. (3) The yield is 0.420. The reactants are [Cl:1][C:2]1[CH:7]=[CH:6][C:5]([CH2:8][N:9]2[CH2:14][CH2:13][NH:12][CH2:11][CH2:10]2)=[C:4]([N:15]2[CH2:23][C:22]3[C:17](=[N:18][CH:19]=[CH:20][CH:21]=3)[CH2:16]2)[CH:3]=1.[C:24](=O)([O:33]N1C(=O)CCC1=O)[O:25][N:26]1[C:30](=[O:31])[CH2:29][CH2:28][C:27]1=[O:32].C(N(CC)CC)C. The catalyst is CC#N. The product is [Cl:1][C:2]1[CH:7]=[CH:6][C:5]([CH2:8][N:9]2[CH2:14][CH2:13][N:12]([C:24]([O:25][N:26]3[C:30](=[O:31])[CH2:29][CH2:28][C:27]3=[O:32])=[O:33])[CH2:11][CH2:10]2)=[C:4]([N:15]2[CH2:23][C:22]3[C:17](=[N:18][CH:19]=[CH:20][CH:21]=3)[CH2:16]2)[CH:3]=1. (4) The reactants are [ClH:1].[CH3:2][C:3]1[NH:7][CH:6]=[N:5][C:4]=1/[CH:8]=[CH:9]/[C:10]([OH:12])=[O:11]. The catalyst is [Pd].O1CCCC1.O. The product is [ClH:1].[CH3:2][C:3]1[NH:7][CH:6]=[N:5][C:4]=1[CH2:8][CH2:9][C:10]([OH:12])=[O:11]. The yield is 0.830. (5) The reactants are [NH2:1][CH2:2][CH2:3][O:4][C:5]1[C:10]([CH3:11])=[CH:9][C:8]([C:12]2[NH:21][C:20](=[O:22])[C:19]3[C:14](=[CH:15][C:16]([O:25][CH3:26])=[CH:17][C:18]=3[O:23][CH3:24])[N:13]=2)=[CH:7][C:6]=1[CH3:27].[CH3:28][O:29][C:30]1[CH:35]=[CH:34][C:33]([S:36](Cl)(=[O:38])=[O:37])=[CH:32][CH:31]=1.C(N(CC)CC)C. The catalyst is C(Cl)Cl. The product is [CH3:24][O:23][C:18]1[CH:17]=[C:16]([O:25][CH3:26])[CH:15]=[C:14]2[C:19]=1[C:20](=[O:22])[NH:21][C:12]([C:8]1[CH:9]=[C:10]([CH3:11])[C:5]([O:4][CH2:3][CH2:2][NH:1][S:36]([C:33]3[CH:32]=[CH:31][C:30]([O:29][CH3:28])=[CH:35][CH:34]=3)(=[O:38])=[O:37])=[C:6]([CH3:27])[CH:7]=1)=[N:13]2. The yield is 0.530.